Dataset: Reaction yield outcomes from USPTO patents with 853,638 reactions. Task: Predict the reaction yield, written as a fraction of the theoretical maximum amount of product (1.0 means a 100% yield; for example, 0.34 means a 34% yield). (1) The reactants are F[C:2]1[C:3]([S:15]([CH3:18])(=[O:17])=[O:16])=[CH:4][C:5]([N+:12]([O-:14])=[O:13])=[C:6]([CH:11]=1)[C:7]([O:9][CH3:10])=[O:8].[NH:19]([CH2:23][CH2:24][OH:25])[CH2:20][CH2:21][OH:22]. The catalyst is CC(N(C)C)=O.CCOC(C)=O. The product is [OH:22][CH2:21][CH2:20][N:19]([CH2:23][CH2:24][OH:25])[C:2]1[C:3]([S:15]([CH3:18])(=[O:17])=[O:16])=[CH:4][C:5]([N+:12]([O-:14])=[O:13])=[C:6]([CH:11]=1)[C:7]([O:9][CH3:10])=[O:8]. The yield is 0.730. (2) The catalyst is C(Cl)Cl. The yield is 0.910. The product is [CH2:24]([O:31][C:32](=[O:45])[NH:33][C:34]1[C:35]([O:44][CH3:6])=[N:36][C:37]([CH2:40][CH2:41][CH:42]=[CH2:43])=[CH:38][CH:39]=1)[C:25]1[CH:30]=[CH:29][CH:28]=[CH:27][CH:26]=1. The reactants are F[B-](F)(F)F.[CH3:6][O+](C)C.C(C1C=CC=C(C(C)(C)C)N=1)(C)(C)C.[CH2:24]([O:31][C:32](=[O:45])[NH:33][C:34]1[C:35]([OH:44])=[N:36][C:37]([CH2:40][CH2:41][CH:42]=[CH2:43])=[CH:38][CH:39]=1)[C:25]1[CH:30]=[CH:29][CH:28]=[CH:27][CH:26]=1. (3) The reactants are [C:1]([NH:4][C@@H:5]1[CH2:10][C:9](=O)[CH2:8][CH2:7][C@@H:6]1[N:12]1[CH2:16][CH2:15][C@H:14]([NH:17][C:18](=[O:27])[O:19][CH2:20][C:21]2[CH:26]=[CH:25][CH:24]=[CH:23][CH:22]=2)[C:13]1=[O:28])(=[O:3])[CH3:2].[C:29]([NH2:33])([CH3:32])([CH3:31])[CH3:30].S(C)C. The catalyst is ClCCl.Cl[Ti](Cl)(Cl)Cl.CC(O[Ti](OC(C)C)(OC(C)C)OC(C)C)C.Cl[Ti](Cl)(Cl)Cl.CC(O[Ti](OC(C)C)(OC(C)C)OC(C)C)C. The product is [C:1]([NH:4][C@@H:5]1[CH2:10][C@H:9]([NH:33][C:29]([CH3:32])([CH3:31])[CH3:30])[CH2:8][CH2:7][C@@H:6]1[N:12]1[CH2:16][CH2:15][C@H:14]([NH:17][C:18](=[O:27])[O:19][CH2:20][C:21]2[CH:22]=[CH:23][CH:24]=[CH:25][CH:26]=2)[C:13]1=[O:28])(=[O:3])[CH3:2]. The yield is 0.780. (4) The reactants are [NH2:1][C:2]1[CH:10]=[CH:9][CH:8]=[C:7]([CH3:11])[C:3]=1[C:4]([OH:6])=O.O=S(Cl)Cl.[Cl:16][C:17]1[CH:23]=[CH:22][CH:21]=[CH:20][C:18]=1[NH2:19].C(Cl)(Cl)Cl. The catalyst is C1C=CC=CC=1. The product is [NH2:1][C:2]1[CH:10]=[CH:9][CH:8]=[C:7]([CH3:11])[C:3]=1[C:4]([NH:19][C:18]1[CH:20]=[CH:21][CH:22]=[CH:23][C:17]=1[Cl:16])=[O:6]. The yield is 0.510.